This data is from Forward reaction prediction with 1.9M reactions from USPTO patents (1976-2016). The task is: Predict the product of the given reaction. (1) Given the reactants C(N(CCC)[CH2:5][CH2:6][CH2:7][CH2:8][CH:9]([NH2:25])[C:10]1[CH:15]=[CH:14][C:13]([CH2:16][N:17]=[CH:18][C:19]2[O:20][C:21]([CH3:24])=[CH:22][CH:23]=2)=[CH:12][CH:11]=1)CC.C[N:30]1[CH2:34][CH2:33][CH2:32][C:31]1=O.[CH:36](NC(C)C)(C)[CH3:37].[CH2:43](Br)[CH2:44][CH2:45][CH2:46][CH2:47][CH3:48], predict the reaction product. The product is: [CH2:34]([N:30]([CH2:31][CH2:36][CH3:37])[CH2:43][CH2:44][CH2:45][CH2:46][CH2:47][CH2:48][CH2:5][CH2:6][CH2:7][CH2:8][CH:9]([NH2:25])[C:10]1[CH:11]=[CH:12][C:13]([CH2:16][N:17]=[CH:18][C:19]2[O:20][C:21]([CH3:24])=[CH:22][CH:23]=2)=[CH:14][CH:15]=1)[CH2:33][CH3:32]. (2) Given the reactants O.C(O)=[O:3].[CH3:5][O:6][C:7]1[CH:15]=[C:14]2[C:10]([C:11]([C:16]([NH:18][CH2:19][CH:20]3[CH2:25][CH2:24][N:23]([CH2:26][C:27]([OH:29])=[O:28])[CH2:22][CH2:21]3)=[O:17])=[N:12][NH:13]2)=[CH:9][C:8]=1C1C=NC=CC=1.[F:36][C:37]1[C:42]([F:43])=[CH:41][CH:40]=[CH:39][C:38]=1B(O)O, predict the reaction product. The product is: [OH2:3].[F:36][C:37]1[C:42]([F:43])=[CH:41][CH:40]=[CH:39][C:38]=1[C:8]1[CH:9]=[C:10]2[C:14](=[CH:15][C:7]=1[O:6][CH3:5])[NH:13][N:12]=[C:11]2[C:16]([NH:18][CH2:19][CH:20]1[CH2:25][CH2:24][N:23]([CH2:26][C:27]([OH:29])=[O:28])[CH2:22][CH2:21]1)=[O:17]. (3) Given the reactants [NH2:1][C:2]1[CH:7]=[CH:6][C:5]([CH:8]([CH2:11][OH:12])[CH2:9][OH:10])=[CH:4][CH:3]=1.[CH2:13]1[CH2:17]OC[CH2:14]1.O.[C:19]([O-:22])([O-])=[O:20].[Na+].[Na+].[CH3:25]COC(C)=O, predict the reaction product. The product is: [C:13]([O:22][C:19](=[O:20])[NH:1][C:2]1[CH:3]=[CH:4][C:5]([CH:8]([CH2:11][OH:12])[CH2:9][OH:10])=[CH:6][CH:7]=1)([CH3:14])([CH3:17])[CH3:25]. (4) Given the reactants [C:1]([C:5]1[N:9]([CH2:10][CH:11]2[CH2:16][CH2:15][O:14][CH2:13][CH2:12]2)[C:8]2[CH:17]=[CH:18][C:19]([S:21](Cl)(=[O:23])=[O:22])=[CH:20][C:7]=2[N:6]=1)([CH3:4])([CH3:3])[CH3:2].[CH:25]1([NH2:29])[CH2:28][CH2:27][CH2:26]1, predict the reaction product. The product is: [C:1]([C:5]1[N:9]([CH2:10][CH:11]2[CH2:16][CH2:15][O:14][CH2:13][CH2:12]2)[C:8]2[CH:17]=[CH:18][C:19]([S:21]([NH:29][CH:25]3[CH2:28][CH2:27][CH2:26]3)(=[O:23])=[O:22])=[CH:20][C:7]=2[N:6]=1)([CH3:4])([CH3:3])[CH3:2]. (5) Given the reactants Cl[C:2]1[C:7]([NH2:8])=[C:6]([Cl:9])[N:5]=[C:4]([CH3:10])[N:3]=1.[CH3:11][S:12][CH2:13][CH2:14][NH2:15].C(N(CC)CC)C, predict the reaction product. The product is: [Cl:9][C:6]1[N:5]=[C:4]([CH3:10])[N:3]=[C:2]([NH:15][CH2:14][CH2:13][S:12][CH3:11])[C:7]=1[NH2:8]. (6) The product is: [C:31]([C:30]1[C:33]([F:37])=[CH:34][CH:35]=[CH:36][C:29]=1[NH:1][C:2]1[N:27]=[C:5]2[CH:6]=[N:7][C:8]([C:10]3[CH:11]=[CH:12][C:13]([NH:16][C:17](=[O:26])[CH2:18][C:19]4[CH:24]=[CH:23][C:22]([F:25])=[CH:21][CH:20]=4)=[CH:14][CH:15]=3)=[CH:9][N:4]2[N:3]=1)#[N:32]. Given the reactants [NH2:1][C:2]1[N:27]=[C:5]2[CH:6]=[N:7][C:8]([C:10]3[CH:15]=[CH:14][C:13]([NH:16][C:17](=[O:26])[CH2:18][C:19]4[CH:24]=[CH:23][C:22]([F:25])=[CH:21][CH:20]=4)=[CH:12][CH:11]=3)=[CH:9][N:4]2[N:3]=1.Br[C:29]1[CH:36]=[CH:35][CH:34]=[C:33]([F:37])[C:30]=1[C:31]#[N:32].C(=O)([O-])[O-].[Cs+].[Cs+], predict the reaction product. (7) Given the reactants I[C:2]1[C:11]2[C:6](=[CH:7][CH:8]=[CH:9][CH:10]=2)[C:5]([N+:12]([O-])=O)=[CH:4][C:3]=1[N+:15]([O-])=O.O.O.Cl[Sn]Cl.C([O-])(O)=O.[Na+].O(C(OC(C)(C)C)=O)C(OC(C)(C)C)=O, predict the reaction product. The product is: [NH2:12][C:5]1[C:6]2[C:11](=[CH:10][CH:9]=[CH:8][CH:7]=2)[CH:2]=[C:3]([NH2:15])[CH:4]=1. (8) Given the reactants [NH2:1][C:2]1[N:10]=[C:9]([O:11][CH2:12][CH2:13][C:14]2[CH:19]=[CH:18][C:17]([Cl:20])=[CH:16][CH:15]=2)[N:8]=[C:7]2[C:3]=1[N:4]=[CH:5][N:6]2[C@@H:21]1[O:35][C@H:34]([C:36](C)(C)[O:37]C(C)(C)C)[C@@H:28]([O:29]C(C)(C)C)[C@H:22]1[O:23]C(C)(C)C.[F-].[NH4+], predict the reaction product. The product is: [Cl:20][C:17]1[CH:16]=[CH:15][C:14]([CH2:13][CH2:12][O:11][C:9]2[N:10]=[C:2]([NH2:1])[C:3]3[N:4]=[CH:5][N:6]([C:7]=3[N:8]=2)[C@@H:21]2[O:35][C@H:34]([CH2:36][OH:37])[C@@H:28]([OH:29])[C@H:22]2[OH:23])=[CH:19][CH:18]=1. (9) Given the reactants C(=O)([O-])[O-].[Cs+].[Cs+].Br[CH2:8][C:9]1[CH:14]=[CH:13][C:12]([F:15])=[CH:11][CH:10]=1.[N:16]1([C:22]2[N:23]=[C:24]3[NH:32][C@H:31]([C:33]([F:36])([F:35])[F:34])[CH2:30][CH2:29][N:25]3[C:26](=[O:28])[CH:27]=2)[CH2:21][CH2:20][O:19][CH2:18][CH2:17]1, predict the reaction product. The product is: [F:15][C:12]1[CH:13]=[CH:14][C:9]([CH2:8][N:32]2[C:24]3=[N:23][C:22]([N:16]4[CH2:21][CH2:20][O:19][CH2:18][CH2:17]4)=[CH:27][C:26](=[O:28])[N:25]3[CH2:29][CH2:30][C@H:31]2[C:33]([F:34])([F:35])[F:36])=[CH:10][CH:11]=1.